From a dataset of Reaction yield outcomes from USPTO patents with 853,638 reactions. Predict the reaction yield, written as a fraction of the theoretical maximum amount of product (1.0 means a 100% yield; for example, 0.34 means a 34% yield). (1) The reactants are [Cl-].[Al+3].[Cl-].[Cl-].[Cl:5][CH2:6][C:7](Cl)=[O:8].[F:10][C:11]1[CH:21]=[CH:20][C:14]2[NH:15][C:16](=[O:19])[CH2:17][O:18][C:13]=2[CH:12]=1.[Cl-].[NH4+]. The catalyst is ClCCCl. The product is [Cl:5][CH2:6][C:7]([C:21]1[C:11]([F:10])=[CH:12][C:13]2[O:18][CH2:17][C:16](=[O:19])[NH:15][C:14]=2[CH:20]=1)=[O:8]. The yield is 0.500. (2) The reactants are [C:1]([O:5][C:6](=[O:17])[CH2:7]/[N:8]=[CH:9]/[CH2:10][C:11]([CH2:15][CH3:16])([CH3:14])[CH2:12][CH3:13])([CH3:4])([CH3:3])[CH3:2].[Cl:18][C:19]1[C:20]([F:37])=[C:21](/[CH:25]=[C:26](/[C:29]2[CH:34]=[CH:33][C:32]([Cl:35])=[CH:31][C:30]=2[F:36])\[C:27]#[N:28])[CH:22]=[CH:23][CH:24]=1.C(N(CC)CC)C.C1CCN2C(=NCCC2)CC1. The catalyst is ClCCl.C(O)(C)(C)C. The product is [C:1]([O:5][C:6]([CH:7]1[CH:25]([C:21]2[CH:22]=[CH:23][CH:24]=[C:19]([Cl:18])[C:20]=2[F:37])[C:26]([C:29]2[CH:34]=[CH:33][C:32]([Cl:35])=[CH:31][C:30]=2[F:36])([C:27]#[N:28])[CH:9]([CH2:10][C:11]([CH2:15][CH3:16])([CH3:14])[CH2:12][CH3:13])[NH:8]1)=[O:17])([CH3:3])([CH3:4])[CH3:2]. The yield is 0.740. (3) The product is [O:21]([C:2]1[N:7]=[N:6][C:5]([NH2:8])=[N:4][C:3]=1[C:9]1[CH:14]=[CH:13][CH:12]=[CH:11][CH:10]=1)[C:15]1[CH:20]=[CH:19][CH:18]=[CH:17][CH:16]=1. No catalyst specified. The yield is 0.140. The reactants are Br[C:2]1[N:7]=[N:6][C:5]([NH2:8])=[N:4][C:3]=1[C:9]1[CH:14]=[CH:13][CH:12]=[CH:11][CH:10]=1.[C:15]1([OH:21])[CH:20]=[CH:19][CH:18]=[CH:17][CH:16]=1. (4) The reactants are [Cl-].[CH2:2]([N+:6]1[CH:10]=[CH:9][N:8]([CH3:11])[CH:7]=1)[CH2:3][CH2:4][CH3:5].[P:12]([O:18]C)([O:16][CH3:17])([O:14][CH3:15])=[O:13]. No catalyst specified. The product is [CH3:15][O:14][P:12]([O-:18])([O:16][CH3:17])=[O:13].[CH2:2]([N+:6]1[CH:10]=[CH:9][N:8]([CH3:11])[CH:7]=1)[CH2:3][CH2:4][CH3:5]. The yield is 1.00. (5) The reactants are [Br:1][C:2]1[C:3]([CH2:17][CH3:18])=[C:4]([C:9]2[CH:14]=[CH:13][C:12]([O:15]C)=[CH:11][CH:10]=2)[C:5]([NH2:8])=[N:6][CH:7]=1.BrB(Br)Br. The catalyst is ClCCl. The product is [NH2:8][C:5]1[C:4]([C:9]2[CH:10]=[CH:11][C:12]([OH:15])=[CH:13][CH:14]=2)=[C:3]([CH2:17][CH3:18])[C:2]([Br:1])=[CH:7][N:6]=1. The yield is 0.830. (6) The reactants are OC(C(F)(F)F)=O.[NH:8]1[CH2:11][CH:10]([C:12](=[O:14])[CH3:13])[CH2:9]1.CCN=C=NCCCN(C)C.C1C=CC2N(O)N=NC=2C=1.C(N(C(C)C)CC)(C)C.Cl.[O:46]=[C:47]1[NH:56][C:55]2[N:54]=[CH:53][C:52](/[CH:57]=[CH:58]/[C:59](O)=[O:60])=[CH:51][C:50]=2[CH2:49][CH2:48]1.C(=O)([O-])[O-].[Na+].[Na+]. The catalyst is CN(C)C=O.O.C(OCC)(=O)C. The product is [C:12]([CH:10]1[CH2:11][N:8]([C:59](=[O:60])[CH:58]=[CH:57][C:52]2[CH:51]=[C:50]3[C:55](=[N:54][CH:53]=2)[NH:56][C:47](=[O:46])[CH2:48][CH2:49]3)[CH2:9]1)(=[O:14])[CH3:13]. The yield is 0.500. (7) The reactants are [F:1][C:2]([F:14])([S:10]([O-:13])(=[O:12])=[O:11])[CH2:3][O:4][C:5](=[O:9])[C:6]([CH3:8])=[CH2:7].C([NH+](CC)CC)C.[Br-].[C:23]1([C:29]2[C:37]3[C:36]4[CH:38]=[CH:39][CH:40]=[CH:41][C:35]=4[SH+:34][C:33]=3[CH:32]=[CH:31][CH:30]=2)[CH:28]=[CH:27][CH:26]=[CH:25][CH:24]=1. The catalyst is ClCCl. The product is [F:14][C:2]([F:1])([S:10]([O-:13])(=[O:12])=[O:11])[CH2:3][O:4][C:5](=[O:9])[C:6]([CH3:8])=[CH2:7].[C:23]1([C:29]2[C:37]3[C:36]4[CH:38]=[CH:39][CH:40]=[CH:41][C:35]=4[SH+:34][C:33]=3[CH:32]=[CH:31][CH:30]=2)[CH:24]=[CH:25][CH:26]=[CH:27][CH:28]=1. The yield is 0.800. (8) The reactants are C[O:2][C:3](=[O:31])[CH:4]([NH:16][C:17]1[CH:22]=[CH:21][CH:20]=[CH:19][C:18]=1[C:23](=[O:30])[C:24]1[CH:29]=[CH:28][CH:27]=[N:26][CH:25]=1)[CH2:5][C:6]1[CH:11]=[CH:10][C:9]([O:12][CH2:13][CH2:14]Br)=[CH:8][CH:7]=1.[CH:32]1[C:44]2[NH:43][C:42]3[C:37](=[CH:38][CH:39]=[CH:40][CH:41]=3)[C:36]=2[CH:35]=[CH:34][CH:33]=1.[OH-].[Na+]. The catalyst is C1C=CC=CC=1.[Br-].C([N+](CCCC)(CCCC)CCCC)CCC. The product is [C:23]([C:18]1[CH:19]=[CH:20][CH:21]=[CH:22][C:17]=1[NH:16][CH:4]([CH2:5][C:6]1[CH:7]=[CH:8][C:9]([O:12][CH2:13][CH2:14][C:41]2[C:42]3[NH:43][C:44]4[C:36](=[CH:35][CH:34]=[CH:33][CH:32]=4)[C:37]=3[CH:38]=[CH:39][CH:40]=2)=[CH:10][CH:11]=1)[C:3]([OH:2])=[O:31])(=[O:30])[C:24]1[CH:29]=[CH:28][CH:27]=[N:26][CH:25]=1. The yield is 0.180. (9) The reactants are C([O:3][C:4](=[O:38])[CH2:5][N:6]1[C:10]([C:11]2[CH:16]=[CH:15][CH:14]=[CH:13][C:12]=2[C:17]2[N:21]([C:22]([CH3:25])([CH3:24])[CH3:23])[C:20]3[CH:26]=[CH:27][C:28]([C:30]4[CH:31]=[N:32][C:33]([NH2:36])=[N:34][CH:35]=4)=[CH:29][C:19]=3[N:18]=2)=[N:9][C:8]([CH3:37])=[N:7]1)C. The catalyst is C(#N)C. The product is [NH2:36][C:33]1[N:34]=[CH:35][C:30]([C:28]2[CH:27]=[CH:26][C:20]3[N:21]([C:22]([CH3:23])([CH3:24])[CH3:25])[C:17]([C:12]4[CH:13]=[CH:14][CH:15]=[CH:16][C:11]=4[C:10]4[N:6]([CH2:5][C:4]([OH:38])=[O:3])[N:7]=[C:8]([CH3:37])[N:9]=4)=[N:18][C:19]=3[CH:29]=2)=[CH:31][N:32]=1. The yield is 0.380. (10) The yield is 0.210. The product is [C:1]1([CH2:7][C:8]([C:10]2[CH:17]=[CH:16][C:13]([CH2:14][N:18]3[CH2:25][CH2:19][CH:20]([C:22]([OH:24])=[O:23])[CH2:21]3)=[CH:12][CH:11]=2)=[O:9])[CH:6]=[CH:5][CH:4]=[CH:3][CH:2]=1. The reactants are [C:1]1([CH2:7][C:8]([C:10]2[CH:17]=[CH:16][C:13]([CH:14]=O)=[CH:12][CH:11]=2)=[O:9])[CH:6]=[CH:5][CH:4]=[CH:3][CH:2]=1.[NH:18]1[CH2:21][CH:20]([C:22]([OH:24])=[O:23])[CH2:19]1.[CH3:25]C(O)=O.[BH3-]C#N.[Na+]. The catalyst is CO.